This data is from Forward reaction prediction with 1.9M reactions from USPTO patents (1976-2016). The task is: Predict the product of the given reaction. (1) Given the reactants O[CH2:2][CH2:3][NH:4][C@H:5]([C:8]([OH:10])=[O:9])[CH2:6][SH:7].[ClH:11], predict the reaction product. The product is: [Cl:11][CH2:2][CH2:3][NH:4][C@H:5]([C:8]([OH:10])=[O:9])[CH2:6][SH:7]. (2) Given the reactants [NH2:1][CH2:2][C:3]([NH:5][CH2:6][CH:7]1[CH2:10][N:9]([CH2:11][C:12]2[CH:17]=[CH:16][C:15]([Cl:18])=[C:14]([Cl:19])[CH:13]=2)[CH2:8]1)=[O:4].C(N([CH2:25][CH3:26])CC)C.[S:27](Cl)(Cl)(=[O:29])=[O:28].CN(C)[CH:34]=[O:35], predict the reaction product. The product is: [Cl:19][C:14]1[CH:13]=[C:12]([CH:17]=[CH:16][C:15]=1[Cl:18])[CH2:11][N:9]1[CH2:10][CH:7]([CH2:6][NH:5][C:3](=[O:4])[CH2:2][NH:1][S:27]([C:26]2[CH:25]=[CH:14][C:13]([O:35][CH3:34])=[CH:12][CH:11]=2)(=[O:29])=[O:28])[CH2:8]1. (3) Given the reactants [CH3:1][O:2][C:3](=[O:22])[C@H:4]([NH:14][C:15]([O:17][C:18]([CH3:21])([CH3:20])[CH3:19])=[O:16])[CH2:5][C:6]1[S:7][C:8]([C:11]([CH3:13])=[CH2:12])=[CH:9][CH:10]=1, predict the reaction product. The product is: [CH3:1][O:2][C:3](=[O:22])[C@H:4]([NH:14][C:15]([O:17][C:18]([CH3:19])([CH3:21])[CH3:20])=[O:16])[CH2:5][C:6]1[S:7][C:8]([CH:11]([CH3:13])[CH3:12])=[CH:9][CH:10]=1. (4) Given the reactants [CH3:1][C:2]1[CH:7]=[CH:6][N:5]2[C:8]([C:11]3[CH:12]=[C:13](OS(C(F)(F)F)(=O)=O)[CH:14]=[CH:15][CH:16]=3)=[CH:9][N:10]=[C:4]2[N:3]=1.[F:25][C:26]([F:37])([F:36])[C:27]1[CH:32]=[CH:31][CH:30]=[CH:29][C:28]=1B(O)O, predict the reaction product. The product is: [CH3:1][C:2]1[CH:7]=[CH:6][N:5]2[C:8]([C:11]3[CH:12]=[C:13]([C:28]4[CH:29]=[CH:30][CH:31]=[CH:32][C:27]=4[C:26]([F:37])([F:36])[F:25])[CH:14]=[CH:15][CH:16]=3)=[CH:9][N:10]=[C:4]2[N:3]=1. (5) Given the reactants [CH:1]([C:3]1([CH:7]([O:9][CH:10]2[CH2:15][CH2:14][CH:13]([N:16]3[C:21](=[O:22])[C:20]([CH2:23][C:24]4[CH:29]=[CH:28][C:27]([C:30]5[C:31]([C:36]#[N:37])=[CH:32][CH:33]=[CH:34][CH:35]=5)=[CH:26][CH:25]=4)=[C:19]([CH2:38][CH2:39][CH3:40])[N:18]4[N:41]=[CH:42][N:43]=[C:17]34)[CH2:12][CH2:11]2)[CH3:8])[CH2:6][CH2:5][CH2:4]1)=[O:2].[CH3:44][Mg]Br.O1CCCC1.Cl, predict the reaction product. The product is: [C:1]([C:3]1([CH:7]([O:9][CH:10]2[CH2:15][CH2:14][CH:13]([N:16]3[C:21](=[O:22])[C:20]([CH2:23][C:24]4[CH:25]=[CH:26][C:27]([C:30]5[C:31]([C:36]#[N:37])=[CH:32][CH:33]=[CH:34][CH:35]=5)=[CH:28][CH:29]=4)=[C:19]([CH2:38][CH2:39][CH3:40])[N:18]4[N:41]=[CH:42][N:43]=[C:17]34)[CH2:12][CH2:11]2)[CH3:8])[CH2:6][CH2:5][CH2:4]1)(=[O:2])[CH3:44]. (6) Given the reactants [C:1]1([CH3:10])[CH:6]=[CH:5][C:4](B(O)O)=[CH:3][CH:2]=1.[OH:11][C:12]1[CH:20]=[CH:19][C:15]([C:16]([OH:18])=[O:17])=[CH:14][CH:13]=1, predict the reaction product. The product is: [CH3:10][C:1]1[CH:6]=[CH:5][C:4]([O:11][C:12]2[CH:20]=[CH:19][C:15]([C:16]([OH:18])=[O:17])=[CH:14][CH:13]=2)=[CH:3][CH:2]=1.